This data is from Catalyst prediction with 721,799 reactions and 888 catalyst types from USPTO. The task is: Predict which catalyst facilitates the given reaction. (1) Reactant: [CH3:1][N:2]1[C:20](=[O:21])[N:5]2[C:6]3[CH:16]=[C:15]([N+:17]([O-])=O)[CH:14]=[CH:13][C:7]=3[O:8][CH2:9][C:10]3([CH2:12][O:11]3)[C:4]2=[N:3]1. Product: [NH2:17][C:15]1[CH:14]=[CH:13][C:7]2[O:8][CH2:9][C:10]([OH:11])([CH3:12])[C:4]3[N:5]([C:20](=[O:21])[N:2]([CH3:1])[N:3]=3)[C:6]=2[CH:16]=1. The catalyst class is: 19. (2) Reactant: [C:1]([O:5][CH2:6][CH3:7])(=[O:4])[CH:2]=O.N1CCCCC1.C(O)(=O)C.[NH:18]1[C:26]2[C:21](=[CH:22][CH:23]=[CH:24][CH:25]=2)[CH2:20][C:19]1=[O:27]. Product: [C:1]([O:5][CH2:6][CH:7]=[C:20]1[C:21]2[C:26](=[CH:25][CH:24]=[CH:23][CH:22]=2)[NH:18][C:19]1=[O:27])(=[O:4])[CH3:2]. The catalyst class is: 234. (3) Reactant: [NH2:1][CH:2]([C:5]1[N:6]([CH2:16][C:17]2[CH:22]=[CH:21][CH:20]=[CH:19][CH:18]=2)[C:7](=[O:15])[C:8]2[C:13]([CH3:14])=[N:12][S:11][C:9]=2[N:10]=1)[CH2:3][CH3:4].[C:23]([O:27][C:28](=[O:36])[NH:29][C:30]([CH3:35])([CH3:34])[CH2:31][CH:32]=O)([CH3:26])([CH3:25])[CH3:24].[BH-](OC(C)=O)(OC(C)=O)OC(C)=O.[Na+]. Product: [C:23]([O:27][C:28](=[O:36])[NH:29][C:30]([CH3:35])([CH3:34])[CH2:31][CH2:32][NH:1][CH:2]([C:5]1[N:6]([CH2:16][C:17]2[CH:22]=[CH:21][CH:20]=[CH:19][CH:18]=2)[C:7](=[O:15])[C:8]2[C:13]([CH3:14])=[N:12][S:11][C:9]=2[N:10]=1)[CH2:3][CH3:4])([CH3:26])([CH3:25])[CH3:24]. The catalyst class is: 5.